From a dataset of Forward reaction prediction with 1.9M reactions from USPTO patents (1976-2016). Predict the product of the given reaction. (1) Given the reactants [N:1]1[CH:6]=[CH:5][CH:4]=[CH:3][CH:2]=1.[C:7]([O:12][CH2:13][CH2:14]Cl)(=[O:11])[C:8]([O-:10])=O.[CH3:16][N:17]1[CH:21]=[CH:20][CH:19]=[CH:18]1, predict the reaction product. The product is: [NH2:1][CH:6]([C:5]1[N:17]([CH3:16])[CH:2]=[CH:3][CH:4]=1)[C:7]([O:12][CH2:13][CH3:14])=[O:11].[CH3:16][N:17]1[CH:21]=[CH:20][CH:19]=[C:18]1[C:8](=[O:10])[C:7]([O:12][CH2:13][CH3:14])=[O:11]. (2) Given the reactants [Cl:1][CH2:2][CH2:3][CH2:4][CH2:5][C:6]1[CH:15]=[CH:14][C:9]2[NH:10][C:11](=[O:13])[O:12][C:8]=2[CH:7]=1.[C:16]1([N:26]2[CH2:31][CH2:30][NH:29][CH2:28][CH2:27]2)[C:25]2[C:20](=[CH:21][CH:22]=[CH:23][CH:24]=2)[CH:19]=[CH:18][CH:17]=1.C(=O)([O-])[O-].[Na+].[Na+], predict the reaction product. The product is: [ClH:1].[C:16]1([N:26]2[CH2:31][CH2:30][N:29]([CH2:2][CH2:3][CH2:4][CH2:5][C:6]3[CH:15]=[CH:14][C:9]4[NH:10][C:11](=[O:13])[O:12][C:8]=4[CH:7]=3)[CH2:28][CH2:27]2)[C:25]2[C:20](=[CH:21][CH:22]=[CH:23][CH:24]=2)[CH:19]=[CH:18][CH:17]=1. (3) Given the reactants [Cl:1][CH2:2][CH2:3][N:4]([CH2:21][CH2:22][Cl:23])[P:5]([N:14]([CH2:18][CH2:19][Cl:20])[CH2:15][CH2:16][Cl:17])(=[O:13])[O:6][CH2:7][CH2:8][S:9][CH2:10][CH2:11][OH:12].CC(C)([O-])C.[K+].[Cl:30][CH2:31][CH2:32][N:33]([CH2:44][CH2:45][Cl:46])[P:34](Cl)([N:36]([CH2:40][CH2:41][Cl:42])[CH2:37][CH2:38][Cl:39])=[O:35], predict the reaction product. The product is: [Cl:1][CH2:2][CH2:3][N:4]([P:5]([N:14]([CH2:15][CH2:16][Cl:17])[CH2:18][CH2:19][Cl:20])([O:6][CH2:7][CH2:8][S:9][CH2:10][CH2:11][O:12][P:34]([N:33]([CH2:32][CH2:31][Cl:30])[CH2:44][CH2:45][Cl:46])([N:36]([CH2:37][CH2:38][Cl:39])[CH2:40][CH2:41][Cl:42])=[O:35])=[O:13])[CH2:21][CH2:22][Cl:23]. (4) Given the reactants [C:1]([O:5][C:6]([NH:8][CH2:9][C@H:10]1[CH2:15][CH2:14][C@H:13]([C:16]([NH:18][C@H:19]([C:38](=[O:50])[NH:39][C:40]2[CH:49]=[CH:48][C:43]3[NH:44][C:45](=[O:47])[NH:46][C:42]=3[CH:41]=2)[CH2:20][C:21]2[CH:26]=[CH:25][C:24]([C:27]3[CH:32]=[CH:31][C:30]([C:33]([O:35]C)=[O:34])=[CH:29][C:28]=3[CH3:37])=[CH:23][CH:22]=2)=[O:17])[CH2:12][CH2:11]1)=[O:7])([CH3:4])([CH3:3])[CH3:2].[OH-].[Li+], predict the reaction product. The product is: [C:1]([O:5][C:6]([NH:8][CH2:9][C@H:10]1[CH2:11][CH2:12][C@H:13]([C:16]([NH:18][C@H:19]([C:38](=[O:50])[NH:39][C:40]2[CH:49]=[CH:48][C:43]3[NH:44][C:45](=[O:47])[NH:46][C:42]=3[CH:41]=2)[CH2:20][C:21]2[CH:22]=[CH:23][C:24]([C:27]3[CH:32]=[CH:31][C:30]([C:33]([OH:35])=[O:34])=[CH:29][C:28]=3[CH3:37])=[CH:25][CH:26]=2)=[O:17])[CH2:14][CH2:15]1)=[O:7])([CH3:4])([CH3:2])[CH3:3].